From a dataset of Catalyst prediction with 721,799 reactions and 888 catalyst types from USPTO. Predict which catalyst facilitates the given reaction. (1) Product: [CH3:14][C:11]1[O:10][C:9]([C:7]([NH:6][C:3]([C:2]2[NH:1][C:19](=[O:20])[C:18]([OH:31])=[C:17]([C:23]([O:25][CH3:26])=[O:24])[N:15]=2)([CH3:5])[CH3:4])=[O:8])=[N:13][N:12]=1. The catalyst class is: 5. Reactant: [NH2:1]/[C:2](=[N:15]\O)/[C:3]([NH:6][C:7]([C:9]1[O:10][C:11]([CH3:14])=[N:12][N:13]=1)=[O:8])([CH3:5])[CH3:4].[C:17]([C:23]([O:25][CH3:26])=[O:24])#[C:18][C:19](OC)=[O:20].C([O:31]C)(C)(C)C. (2) Reactant: [H-].[Na+].Br[CH:4]([CH3:24])[CH2:5][CH2:6][C:7]([NH:9][N:10]=[C:11]([C:18]1[CH:23]=[CH:22][CH:21]=[CH:20][CH:19]=1)[C:12]1[CH:17]=[CH:16][CH:15]=[CH:14][CH:13]=1)=[O:8].C(OCC)(=O)C. Product: [C:12]1([C:11](=[N:10][N:9]2[CH:4]([CH3:24])[CH2:5][CH2:6][C:7]2=[O:8])[C:18]2[CH:23]=[CH:22][CH:21]=[CH:20][CH:19]=2)[CH:17]=[CH:16][CH:15]=[CH:14][CH:13]=1. The catalyst class is: 7. (3) Reactant: Cl[C:2]1[C:3]2[C:4](=[CH:14][N:15](CC3C=CC(OC)=CC=3)[N:16]=2)[N:5]=[C:6]([C:8]2[CH:13]=[CH:12][CH:11]=[CH:10][CH:9]=2)[N:7]=1.[NH:26]1[C:34]2[C:29](=[CH:30][C:31]([NH2:35])=[CH:32][CH:33]=2)[CH:28]=[N:27]1.Cl. Product: [NH:26]1[C:34]2[C:29](=[CH:30][C:31]([NH:35][C:2]3[C:3]4[NH:16][N:15]=[CH:14][C:4]=4[N:5]=[C:6]([C:8]4[CH:9]=[CH:10][CH:11]=[CH:12][CH:13]=4)[N:7]=3)=[CH:32][CH:33]=2)[CH:28]=[N:27]1. The catalyst class is: 71. (4) Reactant: [CH:1]1[CH:2]=[CH:3][C:4]([NH:11][C:12]2[C:13]([Cl:19])=[CH:14][CH:15]=[CH:16][C:17]=2[Cl:18])=[C:5]([CH2:7][C:8]([O-:10])=[O:9])[CH:6]=1.[Na+].[CH3:21][CH2:22][C:23]1[CH:24]=[CH:25][C:26]([C:29]([CH:31]([CH2:33][N:34]2[CH2:39][CH2:38][CH2:37][CH2:36][CH2:35]2)[CH3:32])=[O:30])=[CH:27][CH:28]=1. Product: [CH:1]1[CH:2]=[CH:3][C:4]([NH:11][C:12]2[C:17]([Cl:18])=[CH:16][CH:15]=[CH:14][C:13]=2[Cl:19])=[C:5]([CH2:7][C:8]([OH:10])=[O:9])[CH:6]=1.[CH3:21][CH2:22][C:23]1[CH:28]=[CH:27][C:26]([C:29]([CH:31]([CH2:33][N:34]2[CH2:39][CH2:38][CH2:37][CH2:36][CH2:35]2)[CH3:32])=[O:30])=[CH:25][CH:24]=1. The catalyst class is: 5. (5) Reactant: [CH2:1]([NH:8][C:9]1[N:10]([C:18]2[CH:23]=[CH:22][C:21]([Cl:24])=[CH:20][CH:19]=2)[N:11]=[C:12]2[C:17]=1[CH:16]=[CH:15][CH:14]=[CH:13]2)[C:2]1[CH:7]=[CH:6][CH:5]=[CH:4][CH:3]=1.[CH3:25][O:26][C:27](=[O:38])[C:28]1[CH:33]=[CH:32][C:31]([N:34]=[C:35]=[O:36])=[C:30]([Cl:37])[CH:29]=1. Product: [CH3:25][O:26][C:27](=[O:38])[C:28]1[CH:33]=[CH:32][C:31]([NH:34][C:35]([N:8]([CH2:1][C:2]2[CH:3]=[CH:4][CH:5]=[CH:6][CH:7]=2)[C:9]2[N:10]([C:18]3[CH:19]=[CH:20][C:21]([Cl:24])=[CH:22][CH:23]=3)[N:11]=[C:12]3[C:17]=2[CH:16]=[CH:15][CH:14]=[CH:13]3)=[O:36])=[C:30]([Cl:37])[CH:29]=1. The catalyst class is: 11. (6) Reactant: C([O:3][C:4](=[O:50])[C@@H:5]([O:47][CH2:48][CH3:49])[CH2:6][C:7]1[CH:12]=[CH:11][C:10]([O:13][CH2:14]/[CH:15]=[CH:16]/[C:17]#[C:18][C:19]2[CH:24]=[CH:23][C:22]([C:25]#[C:26]/[CH:27]=[CH:28]/[CH2:29][O:30][C:31]3[CH:36]=[CH:35][C:34]([CH2:37][C@H:38]([O:44][CH2:45][CH3:46])[C:39]([O:41]CC)=[O:40])=[CH:33][CH:32]=3)=[CH:21][CH:20]=2)=[CH:9][CH:8]=1)C.[OH-].[Na+]. Product: [C:39]([C@@H:38]([O:44][CH2:45][CH3:46])[CH2:37][C:34]1[CH:33]=[CH:32][C:31]([O:30][CH2:29]/[CH:28]=[CH:27]/[C:26]#[C:25][C:22]2[CH:23]=[CH:24][C:19]([C:18]#[C:17]/[CH:16]=[CH:15]/[CH2:14][O:13][C:10]3[CH:9]=[CH:8][C:7]([CH2:6][C@H:5]([O:47][CH2:48][CH3:49])[C:4]([OH:50])=[O:3])=[CH:12][CH:11]=3)=[CH:20][CH:21]=2)=[CH:36][CH:35]=1)([OH:41])=[O:40]. The catalyst class is: 219. (7) Reactant: [ClH:1].C(OC([N:9]1[CH2:14][CH2:13][C:12]([N:20]([CH3:22])[CH3:21])([C:15]2[S:16][CH:17]=[CH:18][CH:19]=2)[CH2:11][CH2:10]1)=O)(C)(C)C.CCOC(C)=O.CCCCCC. Product: [ClH:1].[ClH:1].[CH3:21][N:20]([CH3:22])[C:12]1([C:15]2[S:16][CH:17]=[CH:18][CH:19]=2)[CH2:13][CH2:14][NH:9][CH2:10][CH2:11]1. The catalyst class is: 22. (8) Reactant: O.[OH-].[Li+].[O:4]1[CH2:8][CH2:7][O:6][CH:5]1[C:9]1[CH:18]=[CH:17][C:12]([C:13]([O:15]C)=[O:14])=[CH:11][C:10]=1[N+:19]([O-:21])=[O:20]. Product: [O:4]1[CH2:8][CH2:7][O:6][CH:5]1[C:9]1[CH:18]=[CH:17][C:12]([C:13]([OH:15])=[O:14])=[CH:11][C:10]=1[N+:19]([O-:21])=[O:20]. The catalyst class is: 87.